This data is from Reaction yield outcomes from USPTO patents with 853,638 reactions. The task is: Predict the reaction yield, written as a fraction of the theoretical maximum amount of product (1.0 means a 100% yield; for example, 0.34 means a 34% yield). (1) The product is [CH3:23][NH:26][C:16](=[O:18])[C:15]1[CH:19]=[CH:20][C:12]([N:5]2[C:6]3[CH2:7][CH2:8][CH2:9][CH2:10][C:11]=3[C:3]([C:2]([F:1])([F:22])[F:21])=[N:4]2)=[CH:13][CH:14]=1. The reactants are [F:1][C:2]([F:22])([F:21])[C:3]1[C:11]2[CH2:10][CH2:9][CH2:8][CH2:7][C:6]=2[N:5]([C:12]2[CH:20]=[CH:19][C:15]([C:16]([OH:18])=O)=[CH:14][CH:13]=2)[N:4]=1.[CH:23]([N:26](C(C)C)CC)(C)C.C(N1C=CN=C1)(N1C=CN=C1)=O.Cl.CN. The yield is 0.310. The catalyst is ClCCl. (2) The reactants are [N+:1]([C:4]1[CH:5]=[C:6]([NH2:13])[C:7](=[CH:11][CH:12]=1)[C:8]([OH:10])=O)([O-:3])=[O:2].O=S(Cl)Cl.[Cl:18][C:19]1[CH:25]=[CH:24][CH:23]=[CH:22][C:20]=1[NH2:21].C(Cl)(Cl)Cl. The catalyst is C1C=CC=CC=1. The product is [NH2:13][C:6]1[CH:5]=[C:4]([N+:1]([O-:3])=[O:2])[CH:12]=[CH:11][C:7]=1[C:8]([NH:21][C:20]1[CH:22]=[CH:23][CH:24]=[CH:25][C:19]=1[Cl:18])=[O:10]. The yield is 0.310. (3) The reactants are C(=O)(SC)O[O:3][CH:4]([O:8][C:9](=[O:13])[CH:10]([CH3:12])[CH3:11])[CH:5]([CH3:7])[CH3:6].[OH:17][N:18]1[C:22](=[O:23])[C@H:21]([O:24][C:25](=[O:32])[C:26]2[CH:31]=[CH:30][CH:29]=[CH:28][CH:27]=2)[C@@H:20]([O:33][C:34](=[O:41])[C:35]2[CH:40]=[CH:39][CH:38]=[CH:37][CH:36]=2)[C:19]1=[O:42].[C:43](OO)(=[O:45])C.C(O)(=O)C. The catalyst is ClCCCl. The product is [CH3:12][CH:10]([CH3:11])[C:9]([O:8][C@@H:4]([O:3][C:43]([O:17][N:18]1[C:22](=[O:23])[C@H:21]([O:24][C:25](=[O:32])[C:26]2[CH:27]=[CH:28][CH:29]=[CH:30][CH:31]=2)[C@@H:20]([O:33][C:34](=[O:41])[C:35]2[CH:40]=[CH:39][CH:38]=[CH:37][CH:36]=2)[C:19]1=[O:42])=[O:45])[CH:5]([CH3:6])[CH3:7])=[O:13]. The yield is 0.250. (4) The yield is 0.739. The catalyst is CO. The reactants are C([O:3][C:4](=[O:23])[CH2:5][C:6]1[NH:11][C:10]2[CH:12]=[CH:13][C:14]([NH:16][S:17]([CH3:20])(=[O:19])=[O:18])=[CH:15][C:9]=2[S:8](=[O:22])(=[O:21])[CH:7]=1)C.[OH-].[Li+]. The product is [CH3:20][S:17]([NH:16][C:14]1[CH:13]=[CH:12][C:10]2[NH:11][C:6]([CH2:5][C:4]([OH:23])=[O:3])=[CH:7][S:8](=[O:21])(=[O:22])[C:9]=2[CH:15]=1)(=[O:18])=[O:19]. (5) The reactants are [Br:1][C:2]1[CH:3]=[CH:4][C:5]2[S:9][C:8]([NH2:10])=[N:7][C:6]=2[CH:11]=1.[CH2:12]([N:14]=[C:15]=[O:16])[CH3:13]. The catalyst is O1CCOCC1. The product is [Br:1][C:2]1[CH:3]=[CH:4][C:5]2[S:9][C:8]([NH:10][C:15]([NH:14][CH2:12][CH3:13])=[O:16])=[N:7][C:6]=2[CH:11]=1. The yield is 0.500. (6) The reactants are Br[C:2]1[CH:3]=[C:4]([NH:10][C:11]2[CH:15]=[C:14]([CH3:16])[N:13]([CH3:17])[N:12]=2)[C:5](=[O:9])[N:6]([CH3:8])[CH:7]=1.[CH3:18][C:19]1([CH3:35])[C:23]([CH3:25])([CH3:24])[O:22][B:21]([B:21]2[O:22][C:23]([CH3:25])([CH3:24])[C:19]([CH3:35])([CH3:18])[O:20]2)[O:20]1.CC(C1C=C(C(C)C)C(C2C=CC=CC=2P(C2CCCCC2)C2CCCCC2)=C(C(C)C)C=1)C.C([O-])(=O)C.[K+]. The catalyst is C1C=CC(/C=C/C(/C=C/C2C=CC=CC=2)=O)=CC=1.C1C=CC(/C=C/C(/C=C/C2C=CC=CC=2)=O)=CC=1.C1C=CC(/C=C/C(/C=C/C2C=CC=CC=2)=O)=CC=1.[Pd].[Pd].O1CCOCC1. The product is [CH3:17][N:13]1[C:14]([CH3:16])=[CH:15][C:11]([NH:10][C:4]2[C:5](=[O:9])[N:6]([CH3:8])[CH:7]=[C:2]([B:21]3[O:22][C:23]([CH3:25])([CH3:24])[C:19]([CH3:35])([CH3:18])[O:20]3)[CH:3]=2)=[N:12]1. The yield is 0.790. (7) The reactants are [OH-].[Na+].Cl[CH2:4][CH:5]([OH:13])[CH2:6][C:7]1[CH:12]=[CH:11][CH:10]=[CH:9][CH:8]=1.S(O)(O)(=O)=O.[NH2:19][CH2:20][CH3:21].C1(C)C=CC=CC=1. The catalyst is CO. The product is [CH2:6]([CH:5]1[O:13][CH2:21][CH2:20][NH:19][CH2:4]1)[C:7]1[CH:12]=[CH:11][CH:10]=[CH:9][CH:8]=1. The yield is 0.300. (8) The reactants are [NH2:1][C@:2]12[CH2:45][CH2:44][C@@H:43]([C:46]([CH3:48])=[CH2:47])[C@@H:3]1[C@@H:4]1[C@@:17]([CH3:20])([CH2:18][CH2:19]2)[C@@:16]2([CH3:21])[C@@H:7]([C@:8]3([CH3:42])[C@@H:13]([CH2:14][CH2:15]2)[C:12]([CH3:23])([CH3:22])[C:11]([C:24]2[CH2:29][CH2:28][C@@:27]([CH2:40][F:41])([C:30]([O:32][CH2:33][C:34]4[CH:39]=[CH:38][CH:37]=[CH:36][CH:35]=4)=[O:31])[CH2:26][CH:25]=2)=[CH:10][CH2:9]3)[CH2:6][CH2:5]1.[CH3:49][CH:50]([CH3:54])[CH2:51][CH:52]=O.C(O[BH-](OC(=O)C)OC(=O)C)(=O)C.[Na+].C(=O)(O)[O-].[Na+]. The product is [F:41][CH2:40][C@@:27]1([C:30]([O:32][CH2:33][C:34]2[CH:35]=[CH:36][CH:37]=[CH:38][CH:39]=2)=[O:31])[CH2:28][CH2:29][C:24]([C:11]2[C:12]([CH3:22])([CH3:23])[C@H:13]3[C@:8]([CH3:42])([CH2:9][CH:10]=2)[C@@H:7]2[C@:16]([CH3:21])([C@@:17]4([CH3:20])[C@H:4]([CH2:5][CH2:6]2)[C@H:3]2[C@H:43]([C:46]([CH3:48])=[CH2:47])[CH2:44][CH2:45][C@:2]2([NH:1][CH2:52][CH2:51][CH:50]([CH3:54])[CH3:49])[CH2:19][CH2:18]4)[CH2:15][CH2:14]3)=[CH:25][CH2:26]1. The catalyst is ClCCCl.CC(C)[O-].[Ti+4].CC(C)[O-].CC(C)[O-].CC(C)[O-]. The yield is 0.520.